The task is: Predict the product of the given reaction.. This data is from Forward reaction prediction with 1.9M reactions from USPTO patents (1976-2016). (1) Given the reactants C([N:4]1[C:12]2[C:7](=[CH:8][CH:9]=[CH:10][CH:11]=2)[C:6](=[C:13](Cl)[C:14]2[CH:19]=[CH:18][C:17]([CH3:20])=[CH:16][CH:15]=2)[C:5]1=[O:22])(=O)C.[CH3:23][N:24]([CH2:26][C:27]1[CH:33]=[CH:32][C:30]([NH2:31])=[CH:29][CH:28]=1)[CH3:25].[OH-].[Na+], predict the reaction product. The product is: [CH3:25][N:24]([CH2:26][C:27]1[CH:33]=[CH:32][C:30]([NH:31]/[C:13](=[C:6]2\[C:5](=[O:22])[NH:4][C:12]3[C:7]\2=[CH:8][CH:9]=[CH:10][CH:11]=3)/[C:14]2[CH:15]=[CH:16][C:17]([CH3:20])=[CH:18][CH:19]=2)=[CH:29][CH:28]=1)[CH3:23]. (2) The product is: [O:17]1[CH:16]=[CH:15][O:13][CH:12]1[CH2:11][CH2:5][C:3](=[O:4])[CH2:2][C:1]([O:7][CH2:8][CH3:9])=[O:6]. Given the reactants [C:1]([O:7][CH2:8][CH3:9])(=[O:6])[CH2:2][C:3]([CH3:5])=[O:4].Br[CH2:11][CH:12]1[O:17][CH2:16][CH2:15]C[O:13]1, predict the reaction product.